This data is from NCI-60 drug combinations with 297,098 pairs across 59 cell lines. The task is: Regression. Given two drug SMILES strings and cell line genomic features, predict the synergy score measuring deviation from expected non-interaction effect. (1) Drug 1: CCC1(CC2CC(C3=C(CCN(C2)C1)C4=CC=CC=C4N3)(C5=C(C=C6C(=C5)C78CCN9C7C(C=CC9)(C(C(C8N6C=O)(C(=O)OC)O)OC(=O)C)CC)OC)C(=O)OC)O.OS(=O)(=O)O. Drug 2: CCN(CC)CCCC(C)NC1=C2C=C(C=CC2=NC3=C1C=CC(=C3)Cl)OC. Cell line: SW-620. Synergy scores: CSS=16.2, Synergy_ZIP=-3.49, Synergy_Bliss=1.68, Synergy_Loewe=1.92, Synergy_HSA=0.706. (2) Drug 1: CC12CCC3C(C1CCC2=O)CC(=C)C4=CC(=O)C=CC34C. Drug 2: CC(CN1CC(=O)NC(=O)C1)N2CC(=O)NC(=O)C2. Cell line: SF-295. Synergy scores: CSS=60.1, Synergy_ZIP=-4.01, Synergy_Bliss=-1.10, Synergy_Loewe=1.62, Synergy_HSA=1.42. (3) Drug 1: CC1=C2C(C(=O)C3(C(CC4C(C3C(C(C2(C)C)(CC1OC(=O)C(C(C5=CC=CC=C5)NC(=O)OC(C)(C)C)O)O)OC(=O)C6=CC=CC=C6)(CO4)OC(=O)C)OC)C)OC. Drug 2: N.N.Cl[Pt+2]Cl. Cell line: OVCAR-8. Synergy scores: CSS=40.3, Synergy_ZIP=3.10, Synergy_Bliss=0.137, Synergy_Loewe=-27.4, Synergy_HSA=-0.147. (4) Drug 1: CC12CCC(CC1=CCC3C2CCC4(C3CC=C4C5=CN=CC=C5)C)O. Drug 2: COC1=CC(=CC(=C1O)OC)C2C3C(COC3=O)C(C4=CC5=C(C=C24)OCO5)OC6C(C(C7C(O6)COC(O7)C8=CC=CS8)O)O. Cell line: PC-3. Synergy scores: CSS=18.7, Synergy_ZIP=-6.19, Synergy_Bliss=-4.00, Synergy_Loewe=-20.4, Synergy_HSA=-2.33. (5) Drug 1: C1=CC(=CC=C1CCC2=CNC3=C2C(=O)NC(=N3)N)C(=O)NC(CCC(=O)O)C(=O)O. Drug 2: CCC(=C(C1=CC=CC=C1)C2=CC=C(C=C2)OCCN(C)C)C3=CC=CC=C3.C(C(=O)O)C(CC(=O)O)(C(=O)O)O. Cell line: CAKI-1. Synergy scores: CSS=13.2, Synergy_ZIP=-3.45, Synergy_Bliss=-4.46, Synergy_Loewe=-2.48, Synergy_HSA=-0.918. (6) Drug 1: C1CCN(CC1)CCOC2=CC=C(C=C2)C(=O)C3=C(SC4=C3C=CC(=C4)O)C5=CC=C(C=C5)O. Drug 2: CS(=O)(=O)C1=CC(=C(C=C1)C(=O)NC2=CC(=C(C=C2)Cl)C3=CC=CC=N3)Cl. Cell line: ACHN. Synergy scores: CSS=-2.15, Synergy_ZIP=0.774, Synergy_Bliss=-2.02, Synergy_Loewe=-5.17, Synergy_HSA=-5.73. (7) Drug 1: COC1=CC(=CC(=C1O)OC)C2C3C(COC3=O)C(C4=CC5=C(C=C24)OCO5)OC6C(C(C7C(O6)COC(O7)C8=CC=CS8)O)O. Drug 2: CC1CCC2CC(C(=CC=CC=CC(CC(C(=O)C(C(C(=CC(C(=O)CC(OC(=O)C3CCCCN3C(=O)C(=O)C1(O2)O)C(C)CC4CCC(C(C4)OC)O)C)C)O)OC)C)C)C)OC. Cell line: MDA-MB-231. Synergy scores: CSS=38.3, Synergy_ZIP=-6.82, Synergy_Bliss=-5.05, Synergy_Loewe=1.49, Synergy_HSA=2.33. (8) Drug 1: CC(C1=C(C=CC(=C1Cl)F)Cl)OC2=C(N=CC(=C2)C3=CN(N=C3)C4CCNCC4)N. Drug 2: C1=CC=C(C(=C1)C(C2=CC=C(C=C2)Cl)C(Cl)Cl)Cl. Cell line: MCF7. Synergy scores: CSS=11.2, Synergy_ZIP=-0.996, Synergy_Bliss=6.80, Synergy_Loewe=-2.35, Synergy_HSA=5.81.